This data is from Reaction yield outcomes from USPTO patents with 853,638 reactions. The task is: Predict the reaction yield, written as a fraction of the theoretical maximum amount of product (1.0 means a 100% yield; for example, 0.34 means a 34% yield). (1) The reactants are Br[CH2:2][C:3]1[CH:8]=[CH:7][CH:6]=[C:5]([CH2:9][Br:10])[CH:4]=1.[P:11]([O:18]CC)([O:15][CH2:16][CH3:17])[O:12][CH2:13][CH3:14].O. The catalyst is CN(C=O)C. The product is [Br:10][CH2:9][C:5]1[CH:4]=[C:3]([CH:8]=[CH:7][CH:6]=1)[CH2:2][P:11](=[O:18])([O:15][CH2:16][CH3:17])[O:12][CH2:13][CH3:14]. The yield is 0.760. (2) The reactants are Cl.Cl.[CH2:3]1[C:6]2([CH2:11][CH2:10][NH:9][CH2:8][CH2:7]2)[CH2:5][CH:4]1[NH:12][C:13]1[CH:22]=[CH:21][C:16]2[NH:17][C:18](=[O:20])[O:19][C:15]=2[CH:14]=1.C(=O)([O-])O.[Na+].Cl[C:29]([O:31][CH2:32][C:33]1[CH:38]=[CH:37][CH:36]=[CH:35][CH:34]=1)=[O:30]. The catalyst is CC(C)=O.O. The product is [O:20]=[C:18]1[NH:17][C:16]2[CH:21]=[CH:22][C:13]([NH:12][CH:4]3[CH2:5][C:6]4([CH2:11][CH2:10][N:9]([C:29]([O:31][CH2:32][C:33]5[CH:38]=[CH:37][CH:36]=[CH:35][CH:34]=5)=[O:30])[CH2:8][CH2:7]4)[CH2:3]3)=[CH:14][C:15]=2[O:19]1. The yield is 0.100. (3) The reactants are [CH2:1]([S:4][C:5]1[N:10]=[C:9]([OH:11])[CH:8]=[C:7]([OH:12])[N:6]=1)[CH2:2][CH3:3].O.[N+:14]([O-])([OH:16])=[O:15]. No catalyst specified. The product is [N+:14]([C:8]1[C:7]([OH:12])=[N:6][C:5]([S:4][CH2:1][CH2:2][CH3:3])=[N:10][C:9]=1[OH:11])([O-:16])=[O:15]. The yield is 0.480. (4) The reactants are [C:1]([O:4][C@H:5]1[C@H:10]([O:11][C:12](=[O:14])[CH3:13])[C@H:9]([O:15][C:16](=[O:18])[CH3:17])[C@H:8]([CH3:19])[O:7][C@@H:6]1[N:20]=[N+]=[N-])(=[O:3])[CH3:2]. The catalyst is CCOC(C)=O.[Pd]. The product is [C:1]([O:4][C@H:5]1[C@H:10]([O:11][C:12](=[O:14])[CH3:13])[C@H:9]([O:15][C:16](=[O:18])[CH3:17])[C@H:8]([CH3:19])[O:7][C@@H:6]1[NH2:20])(=[O:3])[CH3:2]. The yield is 1.00. (5) The catalyst is C1(C)C=CC=CC=1.[Ti](Cl)(Cl)(Cl)Cl. The reactants are [C:1]([N:4]1[C:13]2[C:8](=[CH:9][CH:10]=[CH:11][CH:12]=2)[C:7](=O)[CH2:6][CH:5]1[CH3:15])(=[O:3])[CH3:2].[F:16][C:17]1[CH:23]=[CH:22][CH:21]=[CH:20][C:18]=1[NH2:19]. The yield is 0.810. The product is [C:1]([N:4]1[C:13]2[C:8](=[CH:9][CH:10]=[CH:11][CH:12]=2)[C:7](=[N:19][C:18]2[CH:20]=[CH:21][CH:22]=[CH:23][C:17]=2[F:16])[CH2:6][CH:5]1[CH3:15])(=[O:3])[CH3:2].